From a dataset of Forward reaction prediction with 1.9M reactions from USPTO patents (1976-2016). Predict the product of the given reaction. (1) Given the reactants Br[C:2]1[CH:18]=[CH:17][C:5]([O:6][CH:7]([CH3:16])[CH2:8][NH:9][S:10]([CH:13]([CH3:15])[CH3:14])(=[O:12])=[O:11])=[CH:4][CH:3]=1.[CH2:19]([O:21][C:22]([C:24]1[CH:29]=[CH:28][C:27](B(O)O)=[CH:26][CH:25]=1)=[O:23])[CH3:20].C(=O)([O-])[O-].[Na+].[Na+], predict the reaction product. The product is: [CH3:16][CH:7]([O:6][C:5]1[CH:17]=[CH:18][C:2]([C:27]2[CH:28]=[CH:29][C:24]([C:22]([O:21][CH2:19][CH3:20])=[O:23])=[CH:25][CH:26]=2)=[CH:3][CH:4]=1)[CH2:8][NH:9][S:10]([CH:13]([CH3:15])[CH3:14])(=[O:12])=[O:11]. (2) The product is: [C:3]([O:7][C:8](=[O:22])[N:9]([C:32]([C:30]1[N:31]=[C:27]([CH2:25][CH3:26])[O:28][C:29]=1[C:35]1[CH:36]=[CH:37][CH:38]=[CH:39][CH:40]=1)=[O:33])[C:10]1[N:11]=[C:12]([CH2:15][CH2:16][CH2:17][CH2:18][C:19](=[O:21])[CH3:20])[O:13][CH:14]=1)([CH3:6])([CH3:4])[CH3:5]. Given the reactants N#N.[C:3]([O:7][C:8](=[O:22])[NH:9][C:10]1[N:11]=[C:12]([CH2:15][CH2:16][CH2:17][CH2:18][C:19](=[O:21])[CH3:20])[O:13][CH:14]=1)([CH3:6])([CH3:5])[CH3:4].[H-].[Na+].[CH2:25]([C:27]1[O:28][C:29]([C:35]2[CH:40]=[CH:39][CH:38]=[CH:37][CH:36]=2)=[C:30]([C:32](Cl)=[O:33])[N:31]=1)[CH3:26], predict the reaction product. (3) Given the reactants [CH2:1]([O:3][C:4]1[CH:9]=[C:8]([O:10][CH3:11])[C:7]([N+:12]([O-])=O)=[CH:6][C:5]=1[CH3:15])[CH3:2], predict the reaction product. The product is: [CH2:1]([O:3][C:4]1[C:5]([CH3:15])=[CH:6][C:7]([NH2:12])=[C:8]([O:10][CH3:11])[CH:9]=1)[CH3:2]. (4) Given the reactants [F:1][C:2]1[CH:7]=[CH:6][C:5]([C:8]2[C:17]3[C:12](=[CH:13][C:14]([CH2:18][N:19]4[CH:23]=[C:22]([C@:24]([OH:31])([C:27]([F:30])([F:29])[F:28])[CH2:25][CH3:26])[N:21]=[N:20]4)=[CH:15][CH:16]=3)[N:11]=[C:10]([C:32](=O)[CH3:33])[CH:9]=2)=[CH:4][CH:3]=1.Cl.[NH2:36][OH:37], predict the reaction product. The product is: [F:1][C:2]1[CH:3]=[CH:4][C:5]([C:8]2[C:17]3[C:12](=[CH:13][C:14]([CH2:18][N:19]4[CH:23]=[C:22]([C@:24]([OH:31])([C:27]([F:28])([F:30])[F:29])[CH2:25][CH3:26])[N:21]=[N:20]4)=[CH:15][CH:16]=3)[N:11]=[C:10](/[C:32](=[N:36]\[OH:37])/[CH3:33])[CH:9]=2)=[CH:6][CH:7]=1. (5) The product is: [N+:19]([C:16]1[CH:17]=[CH:18][C:13]([O:6][CH2:5][C:4]([F:11])([F:3])[C:7]([F:10])([F:9])[F:8])=[CH:14][CH:15]=1)([O-:21])=[O:20]. Given the reactants [H-].[Na+].[F:3][C:4]([F:11])([C:7]([F:10])([F:9])[F:8])[CH2:5][OH:6].F[C:13]1[CH:18]=[CH:17][C:16]([N+:19]([O-:21])=[O:20])=[CH:15][CH:14]=1, predict the reaction product.